Predict which catalyst facilitates the given reaction. From a dataset of Catalyst prediction with 721,799 reactions and 888 catalyst types from USPTO. (1) Reactant: [CH2:1]([O:8][C:9]1[CH:10]=[C:11]([S:15][C:16]2[CH:17]=[C:18]3[C:23](=[CH:24][CH:25]=2)[CH:22]=[C:21]([C@:26]([NH:42]C(=O)OC(C)(C)C)([CH3:41])[CH2:27][O:28][P:29]([O:36]C(C)(C)C)([O:31]C(C)(C)C)=[O:30])[CH:20]=[CH:19]3)[CH:12]=[CH:13][CH:14]=1)[C:2]1[CH:7]=[CH:6][CH:5]=[CH:4][CH:3]=1.C(O)(=O)C.Cl.CCOCC. Product: [P:29]([OH:31])([OH:36])([O:28][CH2:27][C@:26]([NH2:42])([C:21]1[CH:20]=[CH:19][C:18]2[C:23](=[CH:24][CH:25]=[C:16]([S:15][C:11]3[CH:12]=[CH:13][CH:14]=[C:9]([O:8][CH2:1][C:2]4[CH:7]=[CH:6][CH:5]=[CH:4][CH:3]=4)[CH:10]=3)[CH:17]=2)[CH:22]=1)[CH3:41])=[O:30]. The catalyst class is: 6. (2) Reactant: [CH:1]12[CH2:10][CH:5]3[CH2:6][CH:7]([CH2:9][CH:3]([CH2:4]3)[CH:2]1[CH2:11][CH2:12][O:13][C:14]1[CH:15]=[C:16]([CH2:20][CH2:21][NH:22]C(=O)OC(C)(C)C)[CH:17]=[CH:18][CH:19]=1)[CH2:8]2.Cl. Product: [CH:3]12[CH2:9][CH:7]3[CH2:6][CH:5]([CH2:10][CH:1]([CH2:8]3)[CH:2]1[CH2:11][CH2:12][O:13][C:14]1[CH:15]=[C:16]([CH2:20][CH2:21][NH2:22])[CH:17]=[CH:18][CH:19]=1)[CH2:4]2. The catalyst class is: 5. (3) Reactant: [F:1][C:2]1[CH:7]=[CH:6][CH:5]=[C:4]([C:8]([F:11])([F:10])[F:9])[C:3]=1[NH:12][C:13]([C@H:15]1[N:23]([C:24](=[O:43])[C@@H:25]([NH:29][C:30](=[O:42])[C@@H:31]([N:33](C)[C:34](=O)OC(C)(C)C)[CH3:32])[CH:26]([CH3:28])[CH3:27])[C:18]2=[N:19][CH:20]=[CH:21][CH:22]=[C:17]2[CH2:16]1)=[O:14].C(O)(C(F)(F)F)=O. Product: [F:1][C:2]1[CH:7]=[CH:6][CH:5]=[C:4]([C:8]([F:9])([F:10])[F:11])[C:3]=1[NH:12][C:13]([C@H:15]1[N:23]([C:24](=[O:43])[C@@H:25]([NH:29][C:30](=[O:42])[C@@H:31]([NH:33][CH3:34])[CH3:32])[CH:26]([CH3:27])[CH3:28])[C:18]2=[N:19][CH:20]=[CH:21][CH:22]=[C:17]2[CH2:16]1)=[O:14]. The catalyst class is: 2. (4) Reactant: [S:1]1[C:5]([C@H:6]([O:25][Si:26]([C:39]([CH3:42])([CH3:41])[CH3:40])([C:33]2[CH:38]=[CH:37][CH:36]=[CH:35][CH:34]=2)[C:27]2[CH:32]=[CH:31][CH:30]=[CH:29][CH:28]=2)/[CH:7]=[CH:8]/[C@H:9]2[C:13](=[CH2:14])[CH2:12][C@H:11]([OH:15])[C@@H:10]2[CH2:16]/[CH:17]=[CH:18]\[CH2:19][CH2:20][CH2:21][C:22]([OH:24])=[O:23])=[CH:4][C:3]2[CH:43]=[CH:44][CH:45]=[CH:46][C:2]1=2.CC(C)=O.OS(O)(=O)=O.O=[Cr](=O)=O. Product: [S:1]1[C:5]([C@H:6]([O:25][Si:26]([C:39]([CH3:41])([CH3:42])[CH3:40])([C:33]2[CH:38]=[CH:37][CH:36]=[CH:35][CH:34]=2)[C:27]2[CH:28]=[CH:29][CH:30]=[CH:31][CH:32]=2)/[CH:7]=[CH:8]/[C@H:9]2[C:13]([CH3:14])=[CH:12][C:11](=[O:15])[C@@H:10]2[CH2:16]/[CH:17]=[CH:18]\[CH2:19][CH2:20][CH2:21][C:22]([OH:24])=[O:23])=[CH:4][C:3]2[CH:43]=[CH:44][CH:45]=[CH:46][C:2]1=2. The catalyst class is: 372. (5) Reactant: C(N(CC)CC)C.[OH:8][C@@H:9]([CH2:31][CH2:32][CH3:33])[CH:10]([C:21]([O:23][CH2:24][C:25]1[CH:30]=[CH:29][CH:28]=[CH:27][CH:26]=1)=[O:22])[C:11]([O:13][CH2:14][C:15]1[CH:20]=[CH:19][CH:18]=[CH:17][CH:16]=1)=[O:12].[CH3:34][S:35](Cl)(=[O:37])=[O:36]. Product: [CH3:34][S:35]([O:8][C@@H:9]([CH2:31][CH2:32][CH3:33])[CH:10]([C:11]([O:13][CH2:14][C:15]1[CH:20]=[CH:19][CH:18]=[CH:17][CH:16]=1)=[O:12])[C:21]([O:23][CH2:24][C:25]1[CH:26]=[CH:27][CH:28]=[CH:29][CH:30]=1)=[O:22])(=[O:37])=[O:36]. The catalyst class is: 4. (6) Reactant: S(Cl)([Cl:3])=O.[Br:5][C:6]1[CH:7]=[C:8]([CH:12]([O:15][CH2:16][CH2:17]O)[C:13]#[N:14])[CH:9]=[CH:10][CH:11]=1.O. Product: [Br:5][C:6]1[CH:7]=[C:8]([CH:12]([O:15][CH2:16][CH2:17][Cl:3])[C:13]#[N:14])[CH:9]=[CH:10][CH:11]=1. The catalyst class is: 17. (7) Product: [CH3:23][C:24]1([CH3:30])[CH2:29][CH2:28][CH2:27][N:26]([C:2]2[C:3]([C:16]3[CH:21]=[CH:20][C:19]([F:22])=[CH:18][CH:17]=3)=[N:4][C:5]3[C:10]([N:11]=2)=[CH:9][C:8]([C:12]([O:14][CH3:15])=[O:13])=[CH:7][CH:6]=3)[CH2:25]1. Reactant: Cl[C:2]1[C:3]([C:16]2[CH:21]=[CH:20][C:19]([F:22])=[CH:18][CH:17]=2)=[N:4][C:5]2[C:10]([N:11]=1)=[CH:9][C:8]([C:12]([O:14][CH3:15])=[O:13])=[CH:7][CH:6]=2.[CH3:23][C:24]1([CH3:30])[CH2:29][CH2:28][CH2:27][NH:26][CH2:25]1.CS(C)=O. The catalyst class is: 6. (8) Reactant: [C:1]([NH:18][NH2:19])([O:3][CH2:4][CH:5]1[C:17]2[C:12](=[CH:13][CH:14]=[CH:15][CH:16]=2)[C:11]2[C:6]1=[CH:7][CH:8]=[CH:9][CH:10]=2)=[O:2].Cl.C1N=CN([C:26](N2C=NC=C2)=[O:27])C=1.CCN(C(C)C)C(C)C.[NH2:42][C@H:43]([C:48]([O:50][C:51]([CH3:54])([CH3:53])[CH3:52])=[O:49])[CH2:44][CH:45]([CH3:47])[CH3:46].Cl. Product: [NH:18]([C:1]([O:3][CH2:4][CH:5]1[C:17]2[C:12](=[CH:13][CH:14]=[CH:15][CH:16]=2)[C:11]2[C:6]1=[CH:7][CH:8]=[CH:9][CH:10]=2)=[O:2])[NH:19][C:26]([NH:42][C@H:43]([C:48]([O:50][C:51]([CH3:52])([CH3:54])[CH3:53])=[O:49])[CH2:44][CH:45]([CH3:47])[CH3:46])=[O:27]. The catalyst class is: 118. (9) Reactant: [Cl:1][C:2]1[CH:7]=[C:6]([Cl:8])[CH:5]=[CH:4][C:3]=1[C:9]1[N:14]2[N:15]=[C:16]([CH3:23])[C:17](C(OCC)=O)=[C:13]2[CH:12]=[CH:11][C:10]=1[CH3:24].[OH-].[Na+].C([O-])(O)=O.[Na+]. Product: [Cl:1][C:2]1[CH:7]=[C:6]([Cl:8])[CH:5]=[CH:4][C:3]=1[C:9]1[N:14]2[N:15]=[C:16]([CH3:23])[CH:17]=[C:13]2[CH:12]=[CH:11][C:10]=1[CH3:24]. The catalyst class is: 82. (10) Reactant: Br[C:2]1[CH:3]=[C:4]2[C:10]([C:11]([C:13]3[C:14]([F:27])=[C:15]([NH:20][S:21]([CH2:24][CH2:25][CH3:26])(=[O:23])=[O:22])[CH:16]=[CH:17][C:18]=3[F:19])=[O:12])=[CH:9][NH:8][C:5]2=[N:6][CH:7]=1.[N:28]1[CH:33]=[CH:32][CH:31]=[C:30](B(O)O)[CH:29]=1.C(=O)([O-])[O-].[K+].[K+].O. Product: [F:27][C:14]1[C:13]([C:11]([C:10]2[C:4]3[C:5](=[N:6][CH:7]=[C:2]([C:30]4[CH:29]=[N:28][CH:33]=[CH:32][CH:31]=4)[CH:3]=3)[NH:8][CH:9]=2)=[O:12])=[C:18]([F:19])[CH:17]=[CH:16][C:15]=1[NH:20][S:21]([CH2:24][CH2:25][CH3:26])(=[O:23])=[O:22]. The catalyst class is: 10.